Predict the product of the given reaction. From a dataset of Forward reaction prediction with 1.9M reactions from USPTO patents (1976-2016). Given the reactants Cl.[NH2:2][CH:3]1[CH2:7][N:6]([C:8]2[CH:13]=[CH:12][C:11]([O:14][CH2:15][C:16]3[CH:21]=[CH:20][CH:19]=[C:18]([F:22])[CH:17]=3)=[CH:10][CH:9]=2)[C:5](=[O:23])[CH2:4]1.C(N(CC)CC)C.Cl[C:32]([O:34][CH3:35])=[O:33].O, predict the reaction product. The product is: [CH3:35][O:34][C:32](=[O:33])[NH:2][CH:3]1[CH2:4][C:5](=[O:23])[N:6]([C:8]2[CH:9]=[CH:10][C:11]([O:14][CH2:15][C:16]3[CH:21]=[CH:20][CH:19]=[C:18]([F:22])[CH:17]=3)=[CH:12][CH:13]=2)[CH2:7]1.